From a dataset of Reaction yield outcomes from USPTO patents with 853,638 reactions. Predict the reaction yield, written as a fraction of the theoretical maximum amount of product (1.0 means a 100% yield; for example, 0.34 means a 34% yield). (1) The reactants are Br[C:2]12[CH2:12][C:6]3([CH3:13])[CH2:7][C:8]([CH3:11])([CH2:10][C:4]([C:14]45[CH2:24][C:18]6([CH3:25])[CH2:19][C:20]([CH3:23])([CH2:22][C:16](Br)([CH2:17]6)[CH2:15]4)[CH2:21]5)([CH2:5]3)[CH2:3]1)[CH2:9]2.[C:27]1([OH:33])[CH:32]=[CH:31][CH:30]=[CH:29][CH:28]=1. The catalyst is O. The product is [OH:33][C:27]1[CH:32]=[CH:31][C:30]([C:2]23[CH2:12][C:6]4([CH3:13])[CH2:7][C:8]([CH3:11])([CH2:10][C:4]([C:14]56[CH2:24][C:18]7([CH3:25])[CH2:19][C:20]([CH3:23])([CH2:22][C:16]([C:30]8[CH:31]=[CH:32][C:27]([OH:33])=[CH:28][CH:29]=8)([CH2:17]7)[CH2:15]5)[CH2:21]6)([CH2:5]4)[CH2:3]2)[CH2:9]3)=[CH:29][CH:28]=1. The yield is 0.990. (2) The reactants are F[C:2]1C=C(C2C(=C=O)C(OC)C(=O)NN=2)C=CC=1C.[C:20]([C:23]1[C:24](=[O:35])[NH:25][N:26]=[C:27]([C:29]2[CH:34]=[CH:33][CH:32]=[CH:31][CH:30]=2)[CH:28]=1)([OH:22])=[O:21]. No catalyst specified. The product is [CH3:2][O:21][C:20]([C:23]1[C:24](=[O:35])[NH:25][N:26]=[C:27]([C:29]2[CH:34]=[CH:33][CH:32]=[CH:31][CH:30]=2)[CH:28]=1)=[O:22]. The yield is 0.989.